This data is from Full USPTO retrosynthesis dataset with 1.9M reactions from patents (1976-2016). The task is: Predict the reactants needed to synthesize the given product. (1) Given the product [ClH:1].[F:31][C:32]1[CH:33]=[CH:34][C:35]([CH2:36][O:37][C:38]2([C:57]3[CH:62]=[CH:61][CH:60]=[C:59]([O:63][CH3:64])[CH:58]=3)[CH2:43][CH2:42][CH:41]([O:44][CH2:45][C:46]3[CH:51]=[CH:50][C:49]([F:52])=[CH:48][CH:47]=3)[CH2:40][CH:39]2[CH2:53][N:54]([CH3:55])[CH3:56])=[CH:65][CH:66]=1, predict the reactants needed to synthesize it. The reactants are: [ClH:1].CN(CC1CC(O)CCC1(C1C=CC=C(OC)C=1)O)C.FC1C=CC(CBr)=CC=1.[F:31][C:32]1[CH:66]=[CH:65][C:35]([CH2:36][O:37][C:38]2([C:57]3[CH:62]=[CH:61][CH:60]=[C:59]([O:63][CH3:64])[CH:58]=3)[CH2:43][CH2:42][CH:41]([O:44][CH2:45][C:46]3[CH:51]=[CH:50][C:49]([F:52])=[CH:48][CH:47]=3)[CH2:40][CH:39]2[CH2:53][N:54]([CH3:56])[CH3:55])=[CH:34][CH:33]=1. (2) Given the product [OH:1][C:2]1[CH:3]=[C:4]2[C:13](=[CH:14][C:15]=1[CH2:16][CH2:17][C:18]([OH:20])=[O:19])[N:12]=[C:11]1[C:6](=[CH:7][C:8](=[O:23])[CH:9]=[CH:10]1)[O:5]2, predict the reactants needed to synthesize it. The reactants are: [OH:1][C:2]1[CH:3]=[C:4]2[C:13](=[CH:14][C:15]=1[CH2:16][CH2:17][C:18]([O:20]C)=[O:19])[N+:12]([O-])=[C:11]1[C:6](=[CH:7][C:8](=[O:23])[CH:9]=[CH:10]1)[O:5]2.S(S([O-])=O)([O-])=O.[Na+].[Na+]. (3) Given the product [NH2:18][C:10]1[CH:9]=[C:8]([Br:7])[CH:17]=[CH:16][C:11]=1[C:12]([O:14][CH3:15])=[O:13], predict the reactants needed to synthesize it. The reactants are: CO.C(O)(=O)C.[Br:7][C:8]1[CH:17]=[CH:16][C:11]([C:12]([O:14][CH3:15])=[O:13])=[C:10]([N+:18]([O-])=O)[CH:9]=1.C(=O)([O-])O.[Na+]. (4) The reactants are: [CH3:1][C:2]([O:5][C:6](=[O:18])[NH:7][CH2:8][CH2:9][CH2:10][CH:11]([OH:17])[C:12]1[S:13][CH:14]=[CH:15][N:16]=1)([CH3:4])[CH3:3].[Cl:19][C:20]1[CH:25]=[CH:24][C:23]([C:26]([F:29])([F:28])[F:27])=[CH:22][C:21]=1O. Given the product [CH3:4][C:2]([O:5][C:6](=[O:18])[NH:7][CH2:8][CH2:9][CH2:10][CH:11]([O:17][C:21]1[CH:22]=[C:23]([C:26]([F:28])([F:29])[F:27])[CH:24]=[CH:25][C:20]=1[Cl:19])[C:12]1[S:13][CH:14]=[CH:15][N:16]=1)([CH3:1])[CH3:3], predict the reactants needed to synthesize it.